From a dataset of Full USPTO retrosynthesis dataset with 1.9M reactions from patents (1976-2016). Predict the reactants needed to synthesize the given product. (1) The reactants are: C[O:2][C:3](=[O:14])[C:4]1[CH:9]=[CH:8][C:7]([CH2:10][O:11][NH2:12])=[CH:6][C:5]=1[Br:13].[CH2:15]([N:22]1[C:30]2[C:25](=[CH:26][CH:27]=[CH:28][CH:29]=2)[CH:24]=[C:23]1[CH:31]=O)[C:16]1[CH:21]=[CH:20][CH:19]=[CH:18][CH:17]=1.[OH-].[Na+]. Given the product [CH2:15]([N:22]1[C:30]2[C:25](=[CH:26][CH:27]=[CH:28][CH:29]=2)[CH:24]=[C:23]1/[CH:31]=[N:12]/[O:11][CH2:10][C:7]1[CH:8]=[CH:9][C:4]([C:3]([OH:2])=[O:14])=[C:5]([Br:13])[CH:6]=1)[C:16]1[CH:17]=[CH:18][CH:19]=[CH:20][CH:21]=1, predict the reactants needed to synthesize it. (2) Given the product [CH2:1]([O:3][CH:4]([O:19][CH2:20][CH3:21])[C:5]1[N:6]=[C:7]2[C:12]([CH2:13][OH:14])=[CH:11][CH:10]=[CH:9][N:8]2[CH:18]=1)[CH3:2], predict the reactants needed to synthesize it. The reactants are: [CH2:1]([O:3][CH:4]([O:19][CH2:20][CH3:21])[C:5]1[N:6]=[C:7]2[C:12]([C:13](OCC)=[O:14])=[CH:11][CH:10]=[CH:9][N:8]2[CH:18]=1)[CH3:2].[K+].[Br-]. (3) The reactants are: [NH2:1][C:2]1[CH:3]=[CH:4][C:5]([F:17])=[C:6]([C@:8]2([CH3:16])[C@@H:13]([F:14])[CH2:12][O:11][C:10]([NH2:15])=[N:9]2)[CH:7]=1.[Cl:18][C:19]1[C:20]([C:29](O)=[O:30])=[N:21][CH:22]=[C:23]([C:25]([F:28])([F:27])[F:26])[CH:24]=1. Given the product [NH2:15][C:10]1[O:11][CH2:12][C@H:13]([F:14])[C@:8]([C:6]2[CH:7]=[C:2]([NH:1][C:29]([C:20]3[C:19]([Cl:18])=[CH:24][C:23]([C:25]([F:27])([F:26])[F:28])=[CH:22][N:21]=3)=[O:30])[CH:3]=[CH:4][C:5]=2[F:17])([CH3:16])[N:9]=1, predict the reactants needed to synthesize it. (4) The reactants are: [NH:1]1[CH2:6][CH2:5][O:4][CH2:3][CH2:2]1.[C:7]([C:9]1[C:17]2[C:12](=[CH:13][CH:14]=[C:15]([CH2:18][CH2:19][NH:20][C:21](=[O:35])[C:22]3[CH:27]=[CH:26][C:25]([C:28]4[CH:33]=[CH:32][N:31]=[C:30](Cl)[N:29]=4)=[CH:24][CH:23]=3)[CH:16]=2)[NH:11][CH:10]=1)#[N:8]. Given the product [C:7]([C:9]1[C:17]2[C:12](=[CH:13][CH:14]=[C:15]([CH2:18][CH2:19][NH:20][C:21](=[O:35])[C:22]3[CH:27]=[CH:26][C:25]([C:28]4[CH:33]=[CH:32][N:31]=[C:30]([N:1]5[CH2:6][CH2:5][O:4][CH2:3][CH2:2]5)[N:29]=4)=[CH:24][CH:23]=3)[CH:16]=2)[NH:11][CH:10]=1)#[N:8], predict the reactants needed to synthesize it. (5) Given the product [CH2:16]([O:7][C:8]1[CH:15]=[CH:14][C:11]([C:12]#[N:13])=[CH:10][CH:9]=1)[C:17]1[CH:22]=[CH:21][CH:20]=[CH:19][CH:18]=1, predict the reactants needed to synthesize it. The reactants are: C(=O)([O-])[O-].[K+].[K+].[OH:7][C:8]1[CH:15]=[CH:14][C:11]([C:12]#[N:13])=[CH:10][CH:9]=1.[CH2:16](Br)[C:17]1[CH:22]=[CH:21][CH:20]=[CH:19][CH:18]=1.O.